From a dataset of Reaction yield outcomes from USPTO patents with 853,638 reactions. Predict the reaction yield, written as a fraction of the theoretical maximum amount of product (1.0 means a 100% yield; for example, 0.34 means a 34% yield). (1) The reactants are [NH:1]([C:3]1[N:8]=[C:7]([Cl:9])[CH:6]=[C:5]([C:10]2[C:15]([CH3:16])=[CH:14][CH:13]=[CH:12][N:11]=2)[CH:4]=1)[NH2:2].CC1C=CC(C)=CC=1.CN(C)C(=O)C.[F:31][C:32]([F:43])([F:42])[C:33]1[CH:38]=[CH:37][C:36]([N:39]=[C:40]=S)=[CH:35][CH:34]=1.C1(N=C=NC2CCCCC2)CCCCC1. The catalyst is O.C(Cl)(Cl)Cl. The product is [Cl:9][C:7]1[N:8]2[C:40]([NH:39][C:36]3[CH:35]=[CH:34][C:33]([C:32]([F:31])([F:42])[F:43])=[CH:38][CH:37]=3)=[N:2][N:1]=[C:3]2[CH:4]=[C:5]([C:10]2[C:15]([CH3:16])=[CH:14][CH:13]=[CH:12][N:11]=2)[CH:6]=1. The yield is 0.400. (2) The reactants are [CH3:1][C:2]1[C:6]([CH2:7][N:8]2[CH:12]=[C:11]([N:13]3[C:17](=[O:18])[C:16]([CH3:20])([CH3:19])[NH:15][C:14]3=[O:21])[CH:10]=[N:9]2)=[C:5]([CH3:22])[O:4][N:3]=1.Br[CH2:24][C:25]1[CH:30]=[CH:29][CH:28]=[C:27]([O:31][CH3:32])[CH:26]=1. No catalyst specified. The product is [CH3:1][C:2]1[C:6]([CH2:7][N:8]2[CH:12]=[C:11]([N:13]3[C:17](=[O:18])[C:16]([CH3:19])([CH3:20])[N:15]([CH2:24][C:25]4[CH:30]=[CH:29][CH:28]=[C:27]([O:31][CH3:32])[CH:26]=4)[C:14]3=[O:21])[CH:10]=[N:9]2)=[C:5]([CH3:22])[O:4][N:3]=1. The yield is 0.300. (3) The reactants are [OH:1][C:2]1[CH:11]=[CH:10][C:5]([C:6]([O:8][CH3:9])=[O:7])=[CH:4][C:3]=1I.[C:13]([C:15]1[CH:16]=[C:17]([O:21][CH3:22])[CH:18]=[CH:19][CH:20]=1)#[CH:14].CN(C)C(N(C)C)=N. The catalyst is CN(C)C=O.C(OCC)(=O)C.Cl[Pd](Cl)([P](C1C=CC=CC=1)(C1C=CC=CC=1)C1C=CC=CC=1)[P](C1C=CC=CC=1)(C1C=CC=CC=1)C1C=CC=CC=1.[Cu]I. The product is [CH3:22][O:21][C:17]1[CH:16]=[C:15]([C:13]2[O:1][C:2]3[CH:11]=[CH:10][C:5]([C:6]([O:8][CH3:9])=[O:7])=[CH:4][C:3]=3[CH:14]=2)[CH:20]=[CH:19][CH:18]=1. The yield is 0.910.